Dataset: Full USPTO retrosynthesis dataset with 1.9M reactions from patents (1976-2016). Task: Predict the reactants needed to synthesize the given product. (1) Given the product [Cl:14][C:15]1[C:20]([F:21])=[C:19]([Cl:22])[N:18]=[C:17]([N:7]2[C:6]3[CH:11]=[C:2]([F:1])[CH:3]=[CH:4][C:5]=3[N:9]=[C:8]2[CH3:10])[N:16]=1, predict the reactants needed to synthesize it. The reactants are: [F:1][C:2]1[CH:3]=[CH:4][C:5]2[N:9]=[C:8]([CH3:10])[NH:7][C:6]=2[CH:11]=1.[H-].[Na+].[Cl:14][C:15]1[C:20]([F:21])=[C:19]([Cl:22])[N:18]=[C:17](S(C)(=O)=O)[N:16]=1. (2) Given the product [N:1]1([C:6]2[CH:7]=[N:8][C:9]([CH:12]=[O:26])=[N:10][CH:11]=2)[CH2:5][CH2:4][CH2:3][CH2:2]1, predict the reactants needed to synthesize it. The reactants are: [N:1]1([C:6]2[CH:7]=[N:8][C:9]([C:12]#N)=[N:10][CH:11]=2)[CH2:5][CH2:4][CH2:3][CH2:2]1.CC(C[AlH]CC(C)C)C.C1C[O:26]CC1. (3) Given the product [Cl:38][C:34]1[C:33]([F:39])=[C:32]([C@H:9]2[C@@:8]([C:5]3[CH:6]=[CH:7][C:2]([Cl:1])=[CH:3][C:4]=3[F:42])([C:40]#[N:41])[C@@H:12]([CH2:13][C:14]([CH3:17])([CH3:16])[CH3:15])[NH:11][C@@H:10]2[C:18]([NH:20][CH2:21][C:22]2[CH:30]=[CH:29][C:25]([C:26]([OH:28])=[O:27])=[C:24]([F:31])[CH:23]=2)=[O:19])[CH:37]=[CH:36][CH:35]=1, predict the reactants needed to synthesize it. The reactants are: [Cl:1][C:2]1[CH:7]=[CH:6][C:5]([C@@:8]2([C:40]#[N:41])[C@H:12]([CH2:13][C:14]([CH3:17])([CH3:16])[CH3:15])[NH:11][C@@H:10]([C:18]([NH:20][CH2:21][C:22]3[CH:30]=[CH:29][C:25]([C:26]([OH:28])=[O:27])=[C:24]([F:31])[CH:23]=3)=[O:19])[C@@H:9]2[C:32]2[CH:37]=[CH:36][CH:35]=[C:34]([Cl:38])[C:33]=2[F:39])=[C:4]([F:42])[CH:3]=1. (4) Given the product [OH:2][C@:3]1([C@@H:21]2[CH2:25][S:24][C:23](=[O:26])[NH:22]2)[CH2:18][C@H:17]2[CH2:19][C@@H:5]([CH2:6][CH2:7][CH2:8][CH2:9][CH2:10][CH2:11][CH2:12][CH2:13][CH2:14][C:15](=[O:20])[O:16]2)[O:4]1, predict the reactants needed to synthesize it. The reactants are: C[O:2][C@:3]1([C@@H:21]2[CH2:25][S:24][C:23](=[O:26])[N:22]2CC2C=CC(OC)=CC=2)[CH2:18][C@H:17]2[CH2:19][C@@H:5]([CH2:6][CH2:7][CH2:8][CH2:9][CH2:10][CH2:11][CH2:12][CH2:13][CH2:14][C:15](=[O:20])[O:16]2)[O:4]1.CO[C@]1([C@@H]2CSC(=O)N2CC2C=CC(OC)=CC=2)C[C@H]2C[C@@H](CCCC=CCCC(C)=CC(=O)O2)O1. (5) Given the product [C:23]1([C:20]2[N:19]=[C:18]([CH2:17][S:10][C:9]3[N:11]=[C:4]4[CH:5]=[CH:6][CH:7]=[CH:2][N:3]4[N:8]=3)[NH:22][CH:21]=2)[CH:24]=[CH:25][CH:26]=[CH:27][CH:28]=1, predict the reactants needed to synthesize it. The reactants are: N=[C:2]1[CH:7]=[CH:6][CH:5]=[CH:4][N:3]1[NH:8][C:9]([N:11]1C=CN=C1)=[S:10].Cl[CH2:17][C:18]1[NH:19][C:20]([C:23]2[CH:28]=[CH:27][CH:26]=[CH:25][CH:24]=2)=[CH:21][N:22]=1.